From a dataset of Experimentally validated miRNA-target interactions with 360,000+ pairs, plus equal number of negative samples. Binary Classification. Given a miRNA mature sequence and a target amino acid sequence, predict their likelihood of interaction. (1) The miRNA is hsa-miR-6779-5p with sequence CUGGGAGGGGCUGGGUUUGGC. The protein sequence of the target gene is MAAAAAAGEARRVLVYGGRGALGSRCVQAFRARNWWVASVDVVENEEASASIIVKMTDSFTEQADQVTAEVGKLLGEEKVDAILCVAGGWAGGNAKSKSLFKNCDLMWKQSIWTSTISSHLATKHLKEGGLLTLAGAKAALDGTPGMIGYGMAKGAVHQLCQSLAGKNSGMPPGAAAIAVLPVTLDTPMNRKSMPEADFSSWTPLEFLVETFHDWITGKNRPSSGSLIQVVTTEGRTELTPAYF. Result: 1 (interaction). (2) The miRNA is hsa-miR-3119 with sequence UGGCUUUUAACUUUGAUGGC. The protein sequence of the target gene is MEWSSESAAVRRHRGTAERREGEAAASHRQREASAQEDAKGVGRMWGKTENGGGSRVAKTALSEARTALALALYLLALRALVQLSLQRLVLSRTSGLQGEFDARQARDYLEHITAIGPRTTGSTENEILTVQYLLEQIKLIEAQSNSLHSISVDIQRPTGSFSIDFLGGFTSYYDNITNVVVKLEPRDGAESAILANCHFDSVANSPGASDDAVSCAVMLEVLRVMSASPEPMQHAVVFLFNGAEENVLQASHGFITQHPWASLIRAFINLEAAGVGGKELVFQTGPENPWLVQAYVSAA.... Result: 0 (no interaction). (3) The miRNA is hsa-miR-505-3p with sequence CGUCAACACUUGCUGGUUUCCU. The protein sequence of the target gene is METGTAPLVAPPRRHGAPAAPSPPPRGSRAGPVVVVAPGPPVTTATSAPVTLVAPGEARPAWVPGSAETSAPAPAPAPAPAPAVTGSTVVVLTLEASPEAPKPQLPSGPESPEPAAVAGVETSRALAAGADSPKTEEARPSPAPGPGTPTGTPTRTPSRTAPGALTAKPPLAPKPGTTVASGVTARSASGQVTGGHGAAAATSASAGQAPEDPSGPGTGPSGTCEAPVAVVTVTPAPEPAENSQDLGSTSSLGPGISGPRGQAPDTLSYLDSVSLMSGTLESLADDVSSMGSDSEINGLA.... Result: 0 (no interaction).